Dataset: Reaction yield outcomes from USPTO patents with 853,638 reactions. Task: Predict the reaction yield, written as a fraction of the theoretical maximum amount of product (1.0 means a 100% yield; for example, 0.34 means a 34% yield). (1) The reactants are [CH2:1]([S:3]([C:6]1[CH:7]=[C:8]([C:12]2[CH:20]=[C:19]([C:21]#[N:22])[CH:18]=[C:17]3[C:13]=2[C:14]2[CH:26]=[C:25]([CH3:27])[CH:24]=[N:23][C:15]=2[NH:16]3)[CH:9]=[CH:10][CH:11]=1)(=[O:5])=[O:4])[CH3:2].[OH-:28].[K+].Cl. The catalyst is O1CCOCC1.OO. The product is [CH2:1]([S:3]([C:6]1[CH:7]=[C:8]([C:12]2[CH:20]=[C:19]([C:21]([NH2:22])=[O:28])[CH:18]=[C:17]3[C:13]=2[C:14]2[CH:26]=[C:25]([CH3:27])[CH:24]=[N:23][C:15]=2[NH:16]3)[CH:9]=[CH:10][CH:11]=1)(=[O:5])=[O:4])[CH3:2]. The yield is 0.470. (2) The reactants are [C:1]1([CH3:14])[CH:6]=[C:5]([CH3:7])[CH:4]=[C:3]([CH3:8])[C:2]=1[CH2:9][CH2:10][C:11]([OH:13])=O.C([N:18](C(C)C)CC)(C)C.N[N:25]([CH:33]=[NH:34])[C:26](=[O:32])[O:27][C:28]([CH3:31])([CH3:30])[CH3:29].O.ON1C2C=CC=CC=2N=N1.F[P-](F)(F)(F)(F)F.N1(OC(N(C)C)=[N+](C)C)C2C=CC=CC=2N=N1. The catalyst is CN(C)C=O.C(OCC)(=O)C. The product is [NH:18]=[C:33]([NH:25][C:26](=[O:32])[O:27][C:28]([CH3:31])([CH3:30])[CH3:29])[NH:34][C:11](=[O:13])[CH2:10][CH2:9][C:2]1[C:1]([CH3:14])=[CH:6][C:5]([CH3:7])=[CH:4][C:3]=1[CH3:8]. The yield is 0.930. (3) The reactants are Br[C:2]1[CH:11]=[CH:10][CH:9]=[C:8]2[C:3]=1[CH:4]=[N:5][N:6]([CH2:13][CH2:14][C:15]1[CH:24]=[CH:23][C:22]3[C:17](=[CH:18][CH:19]=[CH:20][CH:21]=3)[N:16]=1)[C:7]2=[O:12].[N:25]1[CH:30]=[CH:29][C:28](B(O)O)=[CH:27][CH:26]=1.C([O-])([O-])=O.[Na+].[Na+].[ClH:40]. The catalyst is C(O)C.C1(C)C=CC=CC=1.CC(=O)OCC.C(Cl)Cl.CO. The product is [ClH:40].[N:25]1[CH:30]=[CH:29][C:28]([C:2]2[CH:11]=[CH:10][CH:9]=[C:8]3[C:3]=2[CH:4]=[N:5][N:6]([CH2:13][CH2:14][C:15]2[CH:24]=[CH:23][C:22]4[C:17](=[CH:18][CH:19]=[CH:20][CH:21]=4)[N:16]=2)[C:7]3=[O:12])=[CH:27][CH:26]=1. The yield is 0.720. (4) The reactants are O[CH2:2][C:3]1[CH:12]=[N:11][C:10]2[N:9]3[CH2:13][CH2:14][O:15][CH2:16][CH:8]3[C:7](=[O:17])[NH:6][C:5]=2[CH:4]=1.[I-].C(C[P+](C)(C)C)#N.C(N(C(C)C)C(C)C)C.[N:35]1([C:41]2[CH:48]=[CH:47][C:44]([C:45]#[N:46])=[CH:43][N:42]=2)[CH2:40][CH2:39][NH:38][CH2:37][CH2:36]1. The catalyst is C(#N)CC. The product is [O:17]=[C:7]1[NH:6][C:5]2[CH:4]=[C:3]([CH2:2][N:38]3[CH2:39][CH2:40][N:35]([C:41]4[CH:48]=[CH:47][C:44]([C:45]#[N:46])=[CH:43][N:42]=4)[CH2:36][CH2:37]3)[CH:12]=[N:11][C:10]=2[N:9]2[CH2:13][CH2:14][O:15][CH2:16][CH:8]12. The yield is 0.601. (5) The reactants are [CH3:1][C:2]([CH3:17])([CH3:16])[C:3]#[C:4][C:5]1[CH:11]=[C:10]([N+:12]([O-:14])=[O:13])[C:9]([F:15])=[CH:8][C:6]=1[NH2:7].CCN(CC)CC.[C:25](Cl)(=[O:29])[CH2:26][CH2:27][CH3:28].O. The catalyst is ClCCl. The product is [CH3:1][C:2]([CH3:17])([CH3:16])[C:3]#[C:4][C:5]1[CH:11]=[C:10]([N+:12]([O-:14])=[O:13])[C:9]([F:15])=[CH:8][C:6]=1[NH:7][C:25](=[O:29])[CH2:26][CH2:27][CH3:28]. The yield is 0.670.